This data is from Full USPTO retrosynthesis dataset with 1.9M reactions from patents (1976-2016). The task is: Predict the reactants needed to synthesize the given product. (1) Given the product [C:17]([O:20][CH2:13][C:8]1[CH:7]=[C:6]([O:15][CH3:16])[C:5]([O:4][CH2:3][CH2:2][Cl:1])=[CH:10][C:9]=1[CH2:11][O:20][C:17](=[O:19])[CH3:18])(=[O:19])[CH3:18], predict the reactants needed to synthesize it. The reactants are: [Cl:1][CH2:2][CH2:3][O:4][C:5]1[CH:10]=[C:9]([CH2:11]Cl)[C:8]([CH2:13]Cl)=[CH:7][C:6]=1[O:15][CH3:16].[C:17]([O-:20])(=[O:19])[CH3:18].[Na+]. (2) Given the product [C:18]([C:17]1[CH:20]=[CH:21][C:22]([O:23][CH3:24])=[C:15]([NH:12][C:13]([NH:11][C:6]2[CH:7]=[CH:8][CH:9]=[C:10]3[C:5]=2[CH:4]=[CH:3][N:2]=[CH:1]3)=[S:14])[CH:16]=1)#[N:19], predict the reactants needed to synthesize it. The reactants are: [CH:1]1[C:10]2[C:5](=[C:6]([NH2:11])[CH:7]=[CH:8][CH:9]=2)[CH:4]=[CH:3][N:2]=1.[N:12]([C:15]1[CH:16]=[C:17]([CH:20]=[CH:21][C:22]=1[O:23][CH3:24])[C:18]#[N:19])=[C:13]=[S:14].CS(C1C=CC(OC)=C(NC(NC2C=CC=C3C=2C=NN3C)=S)C=1)(=O)=O. (3) Given the product [CH:21]1([C:10]2[NH:11][C:12]([C:13]3[CH:18]=[CH:17][C:16]([F:19])=[CH:15][C:14]=3[F:20])=[C:8]([C:5]3[N:4]=[C:3]4[O:24][C:26]([NH:25][C@@H:28]([CH3:33])[CH2:29][CH2:30][O:31][CH3:32])=[N:1][C:2]4=[CH:7][CH:6]=3)[N:9]=2)[CH2:22][CH2:23]1, predict the reactants needed to synthesize it. The reactants are: [NH2:1][C:2]1[C:3]([OH:24])=[N:4][C:5]([C:8]2[N:9]=[C:10]([CH:21]3[CH2:23][CH2:22]3)[NH:11][C:12]=2[C:13]2[CH:18]=[CH:17][C:16]([F:19])=[CH:15][C:14]=2[F:20])=[CH:6][CH:7]=1.[N:25]([C@@H:28]([CH3:33])[CH2:29][CH2:30][O:31][CH3:32])=[C:26]=S.C1(N=C=NC2CCCCC2)CCCCC1. (4) Given the product [Cl:32][C:21]1[N:22]=[C:23]([N:26]2[CH2:27][CH2:28][O:29][CH2:30][CH2:31]2)[C:24]2[S:25][C:17]([CH2:16][N:12]3[CH2:13][CH:14]4[CH:10]([CH2:9][NH:8][CH2:15]4)[CH2:11]3)=[CH:18][C:19]=2[N:20]=1, predict the reactants needed to synthesize it. The reactants are: C(OC([N:8]1[CH2:15][CH:14]2[CH:10]([CH2:11][N:12]([CH2:16][C:17]3[S:25][C:24]4[C:23]([N:26]5[CH2:31][CH2:30][O:29][CH2:28][CH2:27]5)=[N:22][C:21]([Cl:32])=[N:20][C:19]=4[CH:18]=3)[CH2:13]2)[CH2:9]1)=O)(C)(C)C.C(O)(C(F)(F)F)=O. (5) Given the product [F:13][C:12]([F:15])([F:14])[C:10]1[CH:9]=[CH:8][C:5]2[S:6][CH:7]=[C:3]([C:1]([OH:19])=[O:16])[C:4]=2[CH:11]=1, predict the reactants needed to synthesize it. The reactants are: [C:1]([C:3]1[C:4]2[CH:11]=[C:10]([C:12]([F:15])([F:14])[F:13])[CH:9]=[CH:8][C:5]=2[S:6][CH:7]=1)#N.[OH-:16].[Na+].C[OH:19].